From a dataset of Choline transporter screen with 302,306 compounds. Binary Classification. Given a drug SMILES string, predict its activity (active/inactive) in a high-throughput screening assay against a specified biological target. The molecule is O=C1N(C(=O)CC1N(CCc1ccccc1)C(=O)/C=C\C(O)=O)c1ccc(OC)cc1. The result is 0 (inactive).